This data is from Forward reaction prediction with 1.9M reactions from USPTO patents (1976-2016). The task is: Predict the product of the given reaction. (1) Given the reactants Cl[C:2]1[N:10]=[C:9](Cl)[CH:8]=[CH:7][C:3]=1[C:4]([NH2:6])=[O:5].[O:12]([C:19]1[CH:24]=[CH:23][C:22]([OH:25])=[CH:21][CH:20]=1)[C:13]1[CH:18]=[CH:17][CH:16]=[CH:15][CH:14]=1.CC1(C)C(C)(C)OB([C:34]2[CH2:35][CH:36]3[N:41]([C:42]([O:44]C(C)(C)C)=O)[CH:39]([CH:40]=2)[CH2:38][CH2:37]3)O1.[C:50]([C:53]1C=CC(C2CCN(C(OC(C)(C)C)=O)CC=2)=NC=1NC1C=CC(CCN2CCCC2)=CC=1)(=O)N.O(C1C=C(C=CC=1)OC1N=CC(C2CCNCC2)=CC=1C(N)=O)C1C=CC=CC=1, predict the reaction product. The product is: [C:42]([N:41]1[CH:36]2[CH2:37][CH2:38][CH:39]1[CH:40]=[C:34]([C:9]1[CH:8]=[CH:7][C:3]([C:4]([NH2:6])=[O:5])=[C:2]([O:25][C:22]3[CH:21]=[CH:20][C:19]([O:12][C:13]4[CH:18]=[CH:17][CH:16]=[CH:15][CH:14]=4)=[CH:24][CH:23]=3)[N:10]=1)[CH2:35]2)(=[O:44])[CH:50]=[CH2:53]. (2) Given the reactants [OH:1][C:2]1[CH:9]=[CH:8][C:5]([CH:6]=[O:7])=[CH:4][CH:3]=1.Br[CH2:11][CH2:12][O:13][CH:14]1[CH2:19][CH2:18][CH2:17][CH2:16][O:15]1, predict the reaction product. The product is: [O:15]1[CH2:16][CH2:17][CH2:18][CH2:19][CH:14]1[O:13][CH2:12][CH2:11][O:1][C:2]1[CH:9]=[CH:8][C:5]([CH:6]=[O:7])=[CH:4][CH:3]=1. (3) Given the reactants Cl[C:2]1[C:7]([Cl:8])=[CH:6][CH:5]=[CH:4][N:3]=1.[CH3:9][O:10][C:11]([CH:13]1[CH2:18][CH2:17][NH:16][CH2:15][CH2:14]1)=[O:12], predict the reaction product. The product is: [CH3:9][O:10][C:11]([CH:13]1[CH2:18][CH2:17][N:16]([C:2]2[C:7]([Cl:8])=[CH:6][CH:5]=[CH:4][N:3]=2)[CH2:15][CH2:14]1)=[O:12]. (4) The product is: [Cl:25][C:22]1[CH:23]=[CH:24][C:19]([C:9]2[N:10]([C:12]3[CH:17]=[CH:16][CH:15]=[CH:14][C:13]=3[Cl:18])[N:11]=[C:4]3[C:3]([O:29][CH:27]([CH3:28])[CH3:26])=[N:8][CH:7]=[N:6][C:5]=23)=[CH:20][CH:21]=1. Given the reactants [Na].Cl[C:3]1[C:4]2[C:5](=[C:9]([C:19]3[CH:24]=[CH:23][C:22]([Cl:25])=[CH:21][CH:20]=3)[N:10]([C:12]3[CH:17]=[CH:16][CH:15]=[CH:14][C:13]=3[Cl:18])[N:11]=2)[N:6]=[CH:7][N:8]=1.[CH3:26][CH:27]([OH:29])[CH3:28], predict the reaction product. (5) Given the reactants [Br:1][C:2]1[CH:7]=[CH:6][NH:5][C:4](=[O:8])[CH:3]=1.[CH3:9][C:10]1([CH3:13])[CH2:12][O:11]1.C([O-])([O-])=O.[K+].[K+], predict the reaction product. The product is: [Br:1][C:2]1[CH:7]=[CH:6][N:5]([CH2:9][C:10]([OH:11])([CH3:13])[CH3:12])[C:4](=[O:8])[CH:3]=1. (6) Given the reactants C(Cl)(=O)C(Cl)=O.[CH3:7][NH:8][C:9](=[O:11])[CH3:10].CC1C=CC=C(C)N=1.[Cl:20][C:21]1[CH:22]=[N+:23]([O-])[CH:24]=[C:25]([Cl:29])[C:26]=1[CH2:27][Cl:28].C([O-])([O-])=O.[Na+].[Na+], predict the reaction product. The product is: [Cl:20][C:21]1[C:22]([N:8]([CH3:7])[C:9](=[O:11])[CH3:10])=[N:23][CH:24]=[C:25]([Cl:29])[C:26]=1[CH2:27][Cl:28]. (7) Given the reactants FC(F)(F)S(O[C:7]1[C:8]2[C:17]([C:18]3[CH:23]=[CH:22][CH:21]=[CH:20][CH:19]=3)=[C:16]([C:24]3[CH:29]=[CH:28][C:27]([C:30]4([NH:34][C:35]([O:37][C:38]([CH3:41])([CH3:40])[CH3:39])=[O:36])[CH2:33][CH2:32][CH2:31]4)=[CH:26][CH:25]=3)[O:15][C:9]=2[N:10]=[C:11]([S:13][CH3:14])[N:12]=1)(=O)=O.[CH3:44][Mg]Cl.Cl, predict the reaction product. The product is: [CH3:44][C:7]1[C:8]2[C:17]([C:18]3[CH:23]=[CH:22][CH:21]=[CH:20][CH:19]=3)=[C:16]([C:24]3[CH:29]=[CH:28][C:27]([C:30]4([NH:34][C:35](=[O:36])[O:37][C:38]([CH3:39])([CH3:40])[CH3:41])[CH2:31][CH2:32][CH2:33]4)=[CH:26][CH:25]=3)[O:15][C:9]=2[N:10]=[C:11]([S:13][CH3:14])[N:12]=1.